This data is from Reaction yield outcomes from USPTO patents with 853,638 reactions. The task is: Predict the reaction yield, written as a fraction of the theoretical maximum amount of product (1.0 means a 100% yield; for example, 0.34 means a 34% yield). (1) The reactants are FC(F)(F)C([O-])=O.C([NH2+]CCCN)(=O)CCC[CH2:12][C@H:13]1[C@@H:21]2[C@@H:16]([NH:17][C:18]([NH:20]2)=[O:19])[CH2:15][S:14]1.[CH:28]1([C:33]([O:35]NC2C(=O)CCC2=O)=[O:34])[CH2:32][CH:31]=[CH:30][CH2:29]1. The catalyst is C1COCC1.O.C([O-])(O)=O.[Na+].C1COCC1. The product is [CH:12]1[CH2:13][CH2:21][CH2:16][CH:15]=1.[OH:35][C:33]([CH2:28][CH2:32][CH2:31][CH2:30][C@H:29]1[C@@H:21]2[C@@H:16]([NH:17][C:18]([NH:20]2)=[O:19])[CH2:15][S:14]1)=[O:34]. The yield is 0.900. (2) The reactants are [NH2:1][C:2]1[CH:6]=[C:5]([C:7]([CH3:10])([CH3:9])[CH3:8])[O:4][C:3]=1[C:11]1[CH:16]=[CH:15][N:14]=[CH:13][CH:12]=1.[Cl:17][C:18]1[C:23]([Cl:24])=[CH:22][CH:21]=[CH:20][C:19]=1[N:25]=[C:26]=[O:27]. The catalyst is C(Cl)Cl.CCOC(C)=O. The product is [N:14]1[CH:13]=[CH:12][C:11]([C:3]2[O:4][C:5]([C:7]([CH3:10])([CH3:9])[CH3:8])=[CH:6][C:2]=2[NH:1][C:26]([NH:25][C:19]2[CH:20]=[CH:21][CH:22]=[C:23]([Cl:24])[C:18]=2[Cl:17])=[O:27])=[CH:16][CH:15]=1. The yield is 0.630.